From a dataset of Full USPTO retrosynthesis dataset with 1.9M reactions from patents (1976-2016). Predict the reactants needed to synthesize the given product. (1) Given the product [CH3:28][O:27][C:24]1[CH:25]=[CH:26][C:21]([N:1]2[CH2:4][CH2:3][C:2]2=[O:5])=[CH:22][CH:23]=1, predict the reactants needed to synthesize it. The reactants are: [NH:1]1[CH2:4][CH2:3][C:2]1=[O:5].C([O-])([O-])=O.[K+].[K+].[C@@H]1(N)CCCC[C@H]1N.Br[C:21]1[CH:26]=[CH:25][C:24]([O:27][CH3:28])=[CH:23][CH:22]=1. (2) Given the product [Br:12][C:13]1[CH:18]=[CH:17][C:16]([CH:19]=[C:1]2[C:2]3[C:3](=[CH:7][CH:8]=[CH:9][CH:10]=3)[C:4](=[O:5])[O:6]2)=[CH:15][CH:14]=1, predict the reactants needed to synthesize it. The reactants are: [C:1]1(=O)[O:6][C:4](=[O:5])[C:3]2=[CH:7][CH:8]=[CH:9][CH:10]=[C:2]12.[Br:12][C:13]1[CH:18]=[CH:17][C:16]([CH2:19]C(O)=O)=[CH:15][CH:14]=1.C([O-])(=O)C.[Na+].